This data is from Peptide-MHC class II binding affinity with 134,281 pairs from IEDB. The task is: Regression. Given a peptide amino acid sequence and an MHC pseudo amino acid sequence, predict their binding affinity value. This is MHC class II binding data. (1) The peptide sequence is SEYMTSWFYDNDNPY. The MHC is HLA-DQA10201-DQB10402 with pseudo-sequence HLA-DQA10201-DQB10402. The binding affinity (normalized) is 0.330. (2) The peptide sequence is EKKYFAATQFDPLAA. The MHC is DRB1_0701 with pseudo-sequence DRB1_0701. The binding affinity (normalized) is 0.601. (3) The peptide sequence is SDEWVAMTKGEGGVW. The MHC is DRB1_1101 with pseudo-sequence DRB1_1101. The binding affinity (normalized) is 0.535. (4) The peptide sequence is VGPLTVNEKRRLKLI. The MHC is HLA-DQA10501-DQB10201 with pseudo-sequence HLA-DQA10501-DQB10201. The binding affinity (normalized) is 0. (5) The peptide sequence is SKLKAEATTDGLGWY. The MHC is DRB4_0101 with pseudo-sequence DRB4_0103. The binding affinity (normalized) is 0.685. (6) The peptide sequence is SEFIKFAEGRRGAAE. The MHC is DRB1_0404 with pseudo-sequence DRB1_0404. The binding affinity (normalized) is 0.692. (7) The peptide sequence is PFPPQQPYPQPQ. The MHC is HLA-DQA10501-DQB10201 with pseudo-sequence HLA-DQA10501-DQB10201. The binding affinity (normalized) is 0.